From a dataset of Reaction yield outcomes from USPTO patents with 853,638 reactions. Predict the reaction yield, written as a fraction of the theoretical maximum amount of product (1.0 means a 100% yield; for example, 0.34 means a 34% yield). (1) The reactants are [CH2:1]([O:4][C:5]1([CH3:34])[CH2:10][CH2:9][N:8]([C:11]2[N:16]3[N:17]=[C:18]([CH2:20][NH2:21])[CH:19]=[C:15]3[N:14]=[C:13]([CH3:22])[C:12]=2[C@H:23]([O:29][C:30]([CH3:33])([CH3:32])[CH3:31])[C:24]([O:26][CH2:27][CH3:28])=[O:25])[CH2:7][CH2:6]1)[CH:2]=[CH2:3].[CH2:35]([N:38]([CH2:44][C:45]1[CH:50]=[CH:49][C:48]([F:51])=[C:47]([CH3:52])[CH:46]=1)[C:39](=[O:43])[C:40](O)=[O:41])[CH:36]=[CH2:37].CCN(C(C)C)C(C)C.CN(C(ON1N=NC2C=CC=NC1=2)=[N+](C)C)C.F[P-](F)(F)(F)(F)F. The catalyst is CN(C=O)C.CCOCC. The product is [CH2:35]([N:38]([CH2:44][C:45]1[CH:50]=[CH:49][C:48]([F:51])=[C:47]([CH3:52])[CH:46]=1)[C:39](=[O:43])[C:40]([NH:21][CH2:20][C:18]1[CH:19]=[C:15]2[N:14]=[C:13]([CH3:22])[C:12]([C@H:23]([O:29][C:30]([CH3:33])([CH3:32])[CH3:31])[C:24]([O:26][CH2:27][CH3:28])=[O:25])=[C:11]([N:8]3[CH2:9][CH2:10][C:5]([O:4][CH2:1][CH:2]=[CH2:3])([CH3:34])[CH2:6][CH2:7]3)[N:16]2[N:17]=1)=[O:41])[CH:36]=[CH2:37]. The yield is 0.393. (2) The reactants are FC(F)(F)C(O)=O.[NH2:8][C:9]1[CH:14]=[CH:13][C:12]([C:15]([N:17]2[CH2:22][CH2:21][CH2:20][CH:19]([CH2:23][NH:24][C:25]3[N:30]=[C:29]([C:31]4[C:39]5[C:34](=[CH:35][CH:36]=[CH:37][CH:38]=5)[N:33](S(C5C=CC=CC=5)(=O)=O)[CH:32]=4)[C:28]([Cl:49])=[CH:27][N:26]=3)[CH2:18]2)=[O:16])=[CH:11][CH:10]=1.[OH-].[Na+]. The catalyst is O1CCOCC1.C(Cl)Cl.CO. The product is [NH2:8][C:9]1[CH:14]=[CH:13][C:12]([C:15]([N:17]2[CH2:22][CH2:21][CH2:20][CH:19]([CH2:23][NH:24][C:25]3[N:30]=[C:29]([C:31]4[C:39]5[C:34](=[CH:35][CH:36]=[CH:37][CH:38]=5)[NH:33][CH:32]=4)[C:28]([Cl:49])=[CH:27][N:26]=3)[CH2:18]2)=[O:16])=[CH:11][CH:10]=1. The yield is 0.830. (3) The reactants are [NH:1]1[C:9]2[CH:8]=[CH:7][N:6]=[CH:5][C:4]=2[CH:3]=[C:2]1[C:10]([OH:12])=O.N1(O)C2C=CC=CC=2N=N1.C(Cl)CCl.CCN(C(C)C)C(C)C.Cl.[CH2:37]([S:44]([C:47]1[CH:52]=[CH:51][C:50]([CH2:53][NH2:54])=[CH:49][CH:48]=1)(=[O:46])=[O:45])[C:38]1[CH:43]=[CH:42][CH:41]=[CH:40][CH:39]=1. The catalyst is C1COCC1.C(OCC)(=O)C.C(Cl)Cl.CN(C=O)C. The product is [CH2:37]([S:44]([C:47]1[CH:48]=[CH:49][C:50]([CH2:53][NH:54][C:10]([C:2]2[NH:1][C:9]3[CH:8]=[CH:7][N:6]=[CH:5][C:4]=3[CH:3]=2)=[O:12])=[CH:51][CH:52]=1)(=[O:46])=[O:45])[C:38]1[CH:39]=[CH:40][CH:41]=[CH:42][CH:43]=1. The yield is 0.250. (4) The reactants are [C:12]([O:11][C:9](O[C:9]([O:11][C:12]([CH3:15])([CH3:14])[CH3:13])=[O:10])=[O:10])([CH3:15])([CH3:14])[CH3:13].[NH:16]1[CH2:19][CH:18]([C:20]([OH:22])=[O:21])[CH2:17]1. The catalyst is C1COCC1.O.[OH-].[K+]. The product is [C:12]([O:11][C:9]([N:16]1[CH2:19][CH:18]([C:20]([OH:22])=[O:21])[CH2:17]1)=[O:10])([CH3:13])([CH3:14])[CH3:15]. The yield is 0.700.